From a dataset of Reaction yield outcomes from USPTO patents with 853,638 reactions. Predict the reaction yield, written as a fraction of the theoretical maximum amount of product (1.0 means a 100% yield; for example, 0.34 means a 34% yield). (1) The reactants are [CH2:1]([C:3]1[CH:8]=[CH:7][C:6]([C@H:9]2[CH2:14][C@@H:13]([C:15]([F:18])([F:17])[F:16])[N:12]3[N:19]=[CH:20][C:21]([C:22]([OH:24])=O)=[C:11]3[NH:10]2)=[CH:5][CH:4]=1)[CH3:2].CN(C(ON1N=NC2C=CC=NC1=2)=[N+](C)C)C.F[P-](F)(F)(F)(F)F.C(N(CC)C(C)C)(C)C.[CH3:58][C:59]1[CH:66]=[CH:65][C:62]([CH2:63][NH2:64])=[CH:61][CH:60]=1. No catalyst specified. The product is [CH2:1]([C:3]1[CH:8]=[CH:7][C:6]([C@H:9]2[CH2:14][C@@H:13]([C:15]([F:18])([F:16])[F:17])[N:12]3[N:19]=[CH:20][C:21]([C:22]([NH:64][CH2:63][C:62]4[CH:65]=[CH:66][C:59]([CH3:58])=[CH:60][CH:61]=4)=[O:24])=[C:11]3[NH:10]2)=[CH:5][CH:4]=1)[CH3:2]. The yield is 0.790. (2) The reactants are [CH3:1][N:2]([C:4]([N:6]=[C:7]([NH2:9])[NH2:8])=[NH:5])[CH3:3].Cl.[C:11]([OH:14])(=[O:13])[CH3:12].[OH-].[K+]. The catalyst is O. The product is [CH3:1][N:2]([C:4]([NH:6][C:7]([NH2:9])=[NH:8])=[NH:5])[CH3:3].[C:11]([O-:14])(=[O:13])[CH3:12]. The yield is 0.582. (3) The reactants are [NH2:1][C:2]1[CH:7]=[CH:6][C:5]([C:8]([F:11])([F:10])[F:9])=[CH:4][C:3]=1[Br:12].[H-].[Na+].Cl[CH2:16][C:17]1[CH2:18][N:19]([C:22]([O:24][C:25]([CH3:28])([CH3:27])[CH3:26])=[O:23])[CH2:20][CH:21]=1.O. The catalyst is CN(C)C=O. The product is [Br:12][C:3]1[CH:4]=[C:5]([C:8]([F:9])([F:10])[F:11])[CH:6]=[CH:7][C:2]=1[NH:1][CH2:16][C:17]1[CH2:18][N:19]([C:22]([O:24][C:25]([CH3:28])([CH3:27])[CH3:26])=[O:23])[CH2:20][CH:21]=1. The yield is 0.370. (4) The reactants are [N:1]([CH2:4][S:5]([CH3:8])(=[O:7])=[O:6])=[C:2]=[O:3].[N+:9](=[C:11]1[N:15]=[CH:14][N:13]=[C:12]1[C:16]([NH2:18])=[O:17])=[N-:10]. The catalyst is CS(C)=O. The product is [CH3:8][S:5]([CH2:4][N:1]1[C:2](=[O:3])[N:15]2[CH:14]=[N:13][C:12]([C:16]([NH2:18])=[O:17])=[C:11]2[N:9]=[N:10]1)(=[O:7])=[O:6]. The yield is 0.680. (5) The reactants are [CH3:1][CH2:2][CH2:3][CH2:4][NH:5][C:6]1[CH:7]=[C:8]([C:23]([OH:25])=[O:24])[CH:9]=[C:10]([S:19]([NH2:22])(=[O:21])=[O:20])[C:11]=1[O:12][C:13]1[CH:14]=[CH:15][CH:16]=[CH:17][CH:18]=1.S(Cl)(Cl)=O.[CH3:30]O. No catalyst specified. The product is [NH2:22][S:19]([C:10]1[CH:9]=[C:8]([CH:7]=[C:6]([NH:5][CH2:4][CH2:3][CH2:2][CH3:1])[C:11]=1[O:12][C:13]1[CH:18]=[CH:17][CH:16]=[CH:15][CH:14]=1)[C:23]([O:25][CH3:30])=[O:24])(=[O:21])=[O:20]. The yield is 0.890. (6) The reactants are C(OC([N:8]1[CH2:12][CH2:11][CH2:10][CH:9]1[C:13](=[O:28])[NH:14][C:15]1[CH:20]=[CH:19][C:18]([C:21]2[CH:26]=[CH:25][C:24]([Br:27])=[CH:23][CH:22]=2)=[CH:17][CH:16]=1)=O)(C)(C)C.Cl.[CH3:30][O:31][C:32]([NH:34][CH:35]([CH:39]([CH3:41])[CH3:40])[C:36](O)=[O:37])=[O:33].CN(C(ON1N=NC2C=CC=NC1=2)=[N+](C)C)C.F[P-](F)(F)(F)(F)F.CCN(C(C)C)C(C)C. The catalyst is CO.C(OCC)(=O)C.CN(C=O)C. The product is [CH3:30][O:31][C:32](=[O:33])[NH:34][CH:35]([C:36]([N:8]1[CH2:12][CH2:11][CH2:10][CH:9]1[C:13](=[O:28])[NH:14][C:15]1[CH:16]=[CH:17][C:18]([C:21]2[CH:26]=[CH:25][C:24]([Br:27])=[CH:23][CH:22]=2)=[CH:19][CH:20]=1)=[O:37])[CH:39]([CH3:41])[CH3:40]. The yield is 0.930. (7) The reactants are Br[C:2]1[CH:15]=[CH:14][C:5]([O:6][CH:7]2[CH2:12][CH2:11][CH:10]([OH:13])[CH2:9][CH2:8]2)=[CH:4][CH:3]=1.[B:16]1([B:16]2[O:20][C:19]([CH3:22])([CH3:21])[C:18]([CH3:24])([CH3:23])[O:17]2)[O:20][C:19]([CH3:22])([CH3:21])[C:18]([CH3:24])([CH3:23])[O:17]1.C([O-])(=O)C.[K+]. The catalyst is O1CCOCC1.C(OCC)(=O)C.[Pd].C1C=CC(P(C2C=CC=CC=2)[C-]2C=CC=C2)=CC=1.C1C=CC(P(C2C=CC=CC=2)[C-]2C=CC=C2)=CC=1.[Fe+2]. The product is [CH3:23][C:18]1([CH3:24])[C:19]([CH3:22])([CH3:21])[O:20][B:16]([C:2]2[CH:15]=[CH:14][C:5]([O:6][CH:7]3[CH2:12][CH2:11][CH:10]([OH:13])[CH2:9][CH2:8]3)=[CH:4][CH:3]=2)[O:17]1. The yield is 0.990. (8) The reactants are I[C:2]1[CH:7]=[CH:6][C:5]([N:8]2[CH2:13][CH2:12][C:11]3[C:14]([S:25]([CH3:28])(=[O:27])=[O:26])=[N:15][N:16]([C:17]4[CH:22]=[CH:21][C:20]([O:23][CH3:24])=[CH:19][CH:18]=4)[C:10]=3[C:9]2=[O:29])=[CH:4][CH:3]=1.C(OC([N:40]1[CH2:45][CH2:44][NH:43][C:42](=[O:46])[CH2:41]1)=O)C1C=CC=CC=1.C([O-])([O-])=O.[K+].[K+].CS(C)=O. The catalyst is CCOC(C)=O.O.[Cu]I. The product is [CH3:24][O:23][C:20]1[CH:21]=[CH:22][C:17]([N:16]2[C:10]3[C:9](=[O:29])[N:8]([C:5]4[CH:6]=[CH:7][C:2]([N:43]5[CH2:44][CH2:45][NH:40][CH2:41][C:42]5=[O:46])=[CH:3][CH:4]=4)[CH2:13][CH2:12][C:11]=3[C:14]([S:25]([CH3:28])(=[O:27])=[O:26])=[N:15]2)=[CH:18][CH:19]=1. The yield is 0.270.